This data is from Forward reaction prediction with 1.9M reactions from USPTO patents (1976-2016). The task is: Predict the product of the given reaction. (1) Given the reactants [Cl:1][C:2]1[CH:3]=[CH:4][C:5]([C:28]([F:31])([F:30])[F:29])=[C:6]([CH:27]=1)[CH2:7][N:8]1[CH2:13][CH2:12][NH:11][C:10]2[N:14]=[CH:15][C:16]([C:18]3[CH:19]=[C:20]([CH:24]=[CH:25][CH:26]=3)[C:21]([OH:23])=O)=[CH:17][C:9]1=2.[Cl:32][C:33]1[CH:40]=[CH:39][CH:38]=[CH:37][C:34]=1[CH2:35][NH2:36], predict the reaction product. The product is: [Cl:32][C:33]1[CH:40]=[CH:39][CH:38]=[CH:37][C:34]=1[CH2:35][NH:36][C:21](=[O:23])[C:20]1[CH:24]=[CH:25][CH:26]=[C:18]([C:16]2[CH:15]=[N:14][C:10]3[NH:11][CH2:12][CH2:13][N:8]([CH2:7][C:6]4[CH:27]=[C:2]([Cl:1])[CH:3]=[CH:4][C:5]=4[C:28]([F:30])([F:31])[F:29])[C:9]=3[CH:17]=2)[CH:19]=1. (2) Given the reactants Br[CH2:2][C:3]1[CH:4]=[C:5]([CH:8]=[CH:9][C:10]=1[Cl:11])[C:6]#[N:7].Cl.[C:13]([O:17][C:18](=[O:22])[CH2:19][NH:20][CH3:21])([CH3:16])([CH3:15])[CH3:14], predict the reaction product. The product is: [Cl:11][C:10]1[CH:9]=[CH:8][C:5]([C:6]#[N:7])=[CH:4][C:3]=1[CH2:2][N:20]([CH3:21])[CH2:19][C:18]([O:17][C:13]([CH3:16])([CH3:15])[CH3:14])=[O:22]. (3) Given the reactants [F:1][C:2]1[C:19]([F:20])=[C:18]2[C:5]([CH2:6][C:7]3([C@H:16]4[C@H:24]([CH3:25])[O:23][C@H:22]([CH3:26])[CH2:21][N:17]42)[C:12](=[O:13])[NH:11][C:10](=[O:14])[NH:9][C:8]3=[O:15])=[CH:4][C:3]=1[CH2:27][OH:28].C[N+]1([O-])CCOCC1, predict the reaction product. The product is: [F:1][C:2]1[C:19]([F:20])=[C:18]2[C:5]([CH2:6][C:7]3([C@H:16]4[C@H:24]([CH3:25])[O:23][C@H:22]([CH3:26])[CH2:21][N:17]42)[C:8](=[O:15])[NH:9][C:10](=[O:14])[NH:11][C:12]3=[O:13])=[CH:4][C:3]=1[CH:27]=[O:28]. (4) Given the reactants [CH3:1][O:2][CH:3]([O:7][CH3:8])[CH2:4][C:5]#[N:6].[CH2:9](O)[CH2:10]CCO.O.C1(C)C=CC(S(O)(=O)=O)=CC=1.CO, predict the reaction product. The product is: [O:2]1[CH2:1][CH2:10][CH2:9][CH2:8][O:7][CH:3]1[CH2:4][C:5]#[N:6]. (5) Given the reactants [C:1]([C:9]1[C:10](=[O:20])[N:11]([CH3:19])[C:12](=[O:18])[N:13]([CH3:17])[C:14]=1[CH2:15]Br)(=O)[C:2]1[CH:7]=[CH:6][CH:5]=[CH:4][CH:3]=1.C(O)C.C(N(CC)CC)C.[NH2:31][CH2:32][C@H:33]([OH:35])[CH3:34], predict the reaction product. The product is: [OH:35][C@H:33]([CH3:34])[CH2:32][N:31]1[C:1]([C:2]2[CH:7]=[CH:6][CH:5]=[CH:4][CH:3]=2)=[C:9]2[C:14]([N:13]([CH3:17])[C:12](=[O:18])[N:11]([CH3:19])[C:10]2=[O:20])=[CH:15]1.